From a dataset of Reaction yield outcomes from USPTO patents with 853,638 reactions. Predict the reaction yield, written as a fraction of the theoretical maximum amount of product (1.0 means a 100% yield; for example, 0.34 means a 34% yield). (1) The reactants are [C:1]([O:5][C:6](=[O:21])[CH2:7][C@@H:8]([CH2:17][N:18]=[N+:19]=[N-:20])[CH2:9][C@H:10]([CH3:16])[CH2:11][CH2:12][CH2:13][CH2:14][CH3:15])([CH3:4])([CH3:3])[CH3:2].C(OC(=O)C[C@@H](COS(C1C=CC(C)=CC=1)(=O)=O)C[C@@H](C)CCCCC)(C)(C)C. No catalyst specified. The product is [C:1]([O:5][C:6](=[O:21])[CH2:7][C@@H:8]([CH2:17][N:18]=[N+:19]=[N-:20])[CH2:9][C@@H:10]([CH3:16])[CH2:11][CH2:12][CH2:13][CH2:14][CH3:15])([CH3:3])([CH3:4])[CH3:2]. The yield is 0.960. (2) The reactants are Cl[C:2]1[N:7]=[C:6]([NH:8][C:9]2[CH:14]=[CH:13][CH:12]=[CH:11][C:10]=2[C:15]([N:17]2[CH2:21][CH2:20][CH2:19][CH2:18]2)=[O:16])[C:5]([Cl:22])=[CH:4][N:3]=1.[CH3:23][N:24]1[CH2:29][CH2:28][N:27]([CH2:30][C:31]2[CH:37]=[CH:36][C:34]([NH2:35])=[CH:33][CH:32]=2)[CH2:26][CH2:25]1. The catalyst is C(Cl)Cl.CO. The product is [Cl:22][C:5]1[C:6]([NH:8][C:9]2[CH:14]=[CH:13][CH:12]=[CH:11][C:10]=2[C:15]([N:17]2[CH2:21][CH2:20][CH2:19][CH2:18]2)=[O:16])=[N:7][C:2]([NH:35][C:34]2[CH:33]=[CH:32][C:31]([CH2:30][N:27]3[CH2:26][CH2:25][N:24]([CH3:23])[CH2:29][CH2:28]3)=[CH:37][CH:36]=2)=[N:3][CH:4]=1. The yield is 0.730. (3) The reactants are [C:1]1([CH3:11])[CH:6]=[CH:5][C:4]([CH2:7][C:8]([OH:10])=O)=[CH:3][CH:2]=1.C1N=CN(C(N2C=NC=C2)=O)C=1.Cl.[NH2:25][CH:26]1[CH2:31][CH2:30][N:29]([C:32]([C:34]2[CH:39]=[CH:38][N:37]=[CH:36][C:35]=2[NH:40][C:41]2[CH:46]=[CH:45][C:44]([I:47])=[CH:43][C:42]=2[F:48])=[O:33])[CH2:28][CH2:27]1.O. The catalyst is CS(C)=O. The product is [F:48][C:42]1[CH:43]=[C:44]([I:47])[CH:45]=[CH:46][C:41]=1[NH:40][C:35]1[CH:36]=[N:37][CH:38]=[CH:39][C:34]=1[C:32]([N:29]1[CH2:30][CH2:31][CH:26]([NH:25][C:8](=[O:10])[CH2:7][C:4]2[CH:3]=[CH:2][C:1]([CH3:11])=[CH:6][CH:5]=2)[CH2:27][CH2:28]1)=[O:33]. The yield is 0.660. (4) The yield is 0.550. The product is [CH3:33][N:34]([CH3:35])[C:6]([CH:4]1[CH2:3][C:2]([OH:1])([C:9]2[CH:10]=[CH:11][C:12]([C:15]3[CH2:19][C:18]([C:24]4[CH:25]=[C:26]([Cl:32])[C:27]([Cl:31])=[C:28]([Cl:30])[CH:29]=4)([C:20]([F:23])([F:22])[F:21])[O:17][N:16]=3)=[CH:13][CH:14]=2)[CH2:5]1)=[O:8]. The reactants are [OH:1][C:2]1([C:9]2[CH:14]=[CH:13][C:12]([C:15]3[CH2:19][C:18]([C:24]4[CH:29]=[C:28]([Cl:30])[C:27]([Cl:31])=[C:26]([Cl:32])[CH:25]=4)([C:20]([F:23])([F:22])[F:21])[O:17][N:16]=3)=[CH:11][CH:10]=2)[CH2:5][CH:4]([C:6]([OH:8])=O)[CH2:3]1.[CH3:33][N:34](C(ON1N=NC2C=CC=NC1=2)=[N+](C)C)[CH3:35].F[P-](F)(F)(F)(F)F.C1C=CC2N(O)N=NC=2C=1.CCN(C(C)C)C(C)C.CNC. The catalyst is CN(C=O)C.C1COCC1. (5) The reactants are [CH2:1]([O:3][C:4](=[O:30])[CH2:5][NH:6][CH2:7][C:8]1[CH:13]=[CH:12][CH:11]=[C:10]([CH2:14][O:15][C:16]2[CH:21]=[CH:20][C:19]([C:22]3[CH:27]=[CH:26][C:25]([F:28])=[CH:24][C:23]=3[F:29])=[CH:18][CH:17]=2)[CH:9]=1)[CH3:2].[CH3:31][N:32]1[CH:36]=[CH:35][N:34]=[C:33]1[C:37](O)=[O:38].CN([P+](ON1N=NC2C=CC=CC1=2)(N(C)C)N(C)C)C.F[P-](F)(F)(F)(F)F.C(N(C(C)C)CC)(C)C. The catalyst is CN(C=O)C. The product is [CH2:1]([O:3][C:4](=[O:30])[CH2:5][N:6]([CH2:7][C:8]1[CH:13]=[CH:12][CH:11]=[C:10]([CH2:14][O:15][C:16]2[CH:21]=[CH:20][C:19]([C:22]3[CH:27]=[CH:26][C:25]([F:28])=[CH:24][C:23]=3[F:29])=[CH:18][CH:17]=2)[CH:9]=1)[C:37]([C:33]1[N:32]([CH3:31])[CH:36]=[CH:35][N:34]=1)=[O:38])[CH3:2]. The yield is 0.915. (6) The reactants are [F:1][C:2]([F:23])([F:22])[C@@H:3]1[CH2:8][CH2:7][C@H:6]([NH:9][C:10]2[CH:11]=[C:12]3[C:17](=[CH:18][CH:19]=2)[CH:16]=[C:15]([CH2:20][OH:21])[CH:14]=[CH:13]3)[CH2:5][CH2:4]1. The catalyst is C(Cl)Cl.O=[Mn]=O. The product is [F:1][C:2]([F:22])([F:23])[C@@H:3]1[CH2:8][CH2:7][C@H:6]([NH:9][C:10]2[CH:11]=[C:12]3[C:17](=[CH:18][CH:19]=2)[CH:16]=[C:15]([CH:20]=[O:21])[CH:14]=[CH:13]3)[CH2:5][CH2:4]1. The yield is 0.800. (7) The reactants are [OH2:1].[C:2]1([CH3:12])[CH:7]=[CH:6][C:5](S(O)(=O)=O)=[CH:4][CH:3]=1.[CH:13]([O:20]CC)([O:17][CH2:18][CH3:19])OCC.[CH2:23]([OH:25])[CH3:24]. The catalyst is C(OCC)(=O)C. The product is [CH2:23]([O:25][C:12]([C@H:2]1[CH2:7][CH2:6][CH2:5][C@@H:4]([C:13]([O:17][CH2:18][CH3:19])=[O:20])[CH2:3]1)=[O:1])[CH3:24]. The yield is 0.877. (8) The reactants are [CH3:1][C:2]1[O:6][N:5]=[C:4]([C:7]2[CH:12]=[CH:11][N:10]=[CH:9][N:8]=2)[C:3]=1[CH2:13][O:14][C:15]1[CH:23]=[CH:22][C:18]([C:19]([OH:21])=O)=[CH:17][N:16]=1.[CH:24]1([NH2:27])[CH2:26][CH2:25]1. No catalyst specified. The product is [CH:24]1([NH:27][C:19](=[O:21])[C:18]2[CH:22]=[CH:23][C:15]([O:14][CH2:13][C:3]3[C:4]([C:7]4[CH:12]=[CH:11][N:10]=[CH:9][N:8]=4)=[N:5][O:6][C:2]=3[CH3:1])=[N:16][CH:17]=2)[CH2:26][CH2:25]1. The yield is 0.810. (9) The reactants are CO[C:3]1[CH:8]([N:9]2[C:17](=[O:18])[C:16]3[C:11](=[CH:12][CH:13]=[CH:14][CH:15]=3)[C:10]2=[O:19])[CH2:7][CH2:6][CH2:5][N:4]=1.[Cl-:20].[NH4+:21]. The catalyst is CO. The product is [ClH:20].[NH2:21][C:3]1[CH:8]([N:9]2[C:17](=[O:18])[C:16]3[C:11](=[CH:12][CH:13]=[CH:14][CH:15]=3)[C:10]2=[O:19])[CH2:7][CH2:6][CH2:5][N:4]=1. The yield is 0.950. (10) The reactants are CCN(C(C)C)C(C)C.OC(C(F)(F)F)=O.[O:17]=[C:18]([N:35]1[CH2:40][CH2:39][NH:38][CH2:37][CH2:36]1)[CH2:19][NH:20][C:21]([C:23]1[CH:28]=[CH:27][C:26]([C:29]2[CH:34]=[CH:33][CH:32]=[CH:31][CH:30]=2)=[CH:25][CH:24]=1)=[O:22].C1C=CC2N(O)N=NC=2C=1.CCN=C=NCCCN(C)C.Cl.[CH3:63][C:64]1[CH:68]=[CH:67][S:66][C:65]=1[C:69](O)=[O:70]. The catalyst is CN(C=O)C.O. The product is [CH3:63][C:64]1[CH:68]=[CH:67][S:66][C:65]=1[C:69]([N:38]1[CH2:39][CH2:40][N:35]([C:18](=[O:17])[CH2:19][NH:20][C:21]([C:23]2[CH:24]=[CH:25][C:26]([C:29]3[CH:34]=[CH:33][CH:32]=[CH:31][CH:30]=3)=[CH:27][CH:28]=2)=[O:22])[CH2:36][CH2:37]1)=[O:70]. The yield is 0.729.